Dataset: Catalyst prediction with 721,799 reactions and 888 catalyst types from USPTO. Task: Predict which catalyst facilitates the given reaction. (1) Reactant: [CH2:1]([O:8][C:9](=[O:28])[NH:10][C:11]1([C@H:14]([NH:18][C:19]2[CH:24]=[N:23][C:22]([C:25]#[N:26])=[C:21](Cl)[N:20]=2)[CH:15]2[CH2:17][CH2:16]2)[CH2:13][CH2:12]1)[C:2]1[CH:7]=[CH:6][CH:5]=[CH:4][CH:3]=1.[N:29]1[CH:34]=[CH:33][CH:32]=[N:31][C:30]=1[C:35]1[CH:36]=[C:37]([CH:39]=[CH:40][CH:41]=1)[NH2:38].C1C=CC(P(C2C(C3C(P(C4C=CC=CC=4)C4C=CC=CC=4)=CC=C4C=3C=CC=C4)=C3C(C=CC=C3)=CC=2)C2C=CC=CC=2)=CC=1.C([O-])([O-])=O.[K+].[K+]. Product: [CH2:1]([O:8][C:9](=[O:28])[NH:10][C:11]1([C@H:14]([NH:18][C:19]2[CH:24]=[N:23][C:22]([C:25]#[N:26])=[C:21]([NH:38][C:37]3[CH:39]=[CH:40][CH:41]=[C:35]([C:30]4[N:29]=[CH:34][CH:33]=[CH:32][N:31]=4)[CH:36]=3)[N:20]=2)[CH:15]2[CH2:17][CH2:16]2)[CH2:13][CH2:12]1)[C:2]1[CH:7]=[CH:6][CH:5]=[CH:4][CH:3]=1. The catalyst class is: 231. (2) Reactant: [CH2:1]([N:3](CC)CC)C.[C:16](O[C:16]([O:18][C:19]([CH3:22])([CH3:21])[CH3:20])=[O:17])([O:18][C:19]([CH3:22])([CH3:21])[CH3:20])=[O:17].[CH2:23]([N:30]1[CH2:35][CH2:34][C@H:33]([CH3:36])[C@H:32](NC)[CH2:31]1)[C:24]1[CH:29]=[CH:28][CH:27]=[CH:26][CH:25]=1. Product: [CH2:23]([N:30]1[CH2:35][CH2:34][CH:33]([CH3:36])[CH:32]([CH2:1][NH:3][C:16](=[O:17])[O:18][C:19]([CH3:20])([CH3:21])[CH3:22])[CH2:31]1)[C:24]1[CH:25]=[CH:26][CH:27]=[CH:28][CH:29]=1. The catalyst class is: 4. (3) Reactant: [NH2:1][C:2]1[CH:3]=[CH:4][C:5]2[S:9][N:8]=[C:7]([NH:10][CH2:11][CH2:12][NH:13][C:14](=[O:21])[C:15]3[CH:20]=[CH:19][CH:18]=[CH:17][N:16]=3)[C:6]=2[CH:22]=1.C(N(CC)CC)C.[C:30](Cl)(=[O:32])[CH3:31]. Product: [C:30]([NH:1][C:2]1[CH:3]=[CH:4][C:5]2[S:9][N:8]=[C:7]([NH:10][CH2:11][CH2:12][NH:13][C:14](=[O:21])[C:15]3[CH:20]=[CH:19][CH:18]=[CH:17][N:16]=3)[C:6]=2[CH:22]=1)(=[O:32])[CH3:31]. The catalyst class is: 4. (4) Reactant: Br[C:2]1[CH:7]=[CH:6][C:5]([CH2:8][N:9]2[C:14](=[O:15])[C:13]([C:16]([NH:18][CH2:19][C:20]([OH:22])=[O:21])=[O:17])=[C:12]([OH:23])[C:11]([CH:24]([CH3:26])[CH3:25])=[N:10]2)=[CH:4][CH:3]=1.CC1(C)C(C)(C)OB([C:35]2[CH:40]=[CH:39][N:38]=[C:37]([N:41]3[CH2:46][CH2:45][NH:44][CH2:43][CH2:42]3)[CH:36]=2)O1.C(=O)([O-])[O-].[K+].[K+].Cl. Product: [OH:23][C:12]1[C:11]([CH:24]([CH3:26])[CH3:25])=[N:10][N:9]([CH2:8][C:5]2[CH:6]=[CH:7][C:2]([C:35]3[CH:40]=[CH:39][N:38]=[C:37]([N:41]4[CH2:42][CH2:43][NH:44][CH2:45][CH2:46]4)[CH:36]=3)=[CH:3][CH:4]=2)[C:14](=[O:15])[C:13]=1[C:16]([NH:18][CH2:19][C:20]([OH:22])=[O:21])=[O:17]. The catalyst class is: 70. (5) Reactant: [F:1][C:2]1[CH:25]=[C:24]([F:26])[CH:23]=[CH:22][C:3]=1[C:4]([C:6]1[CH:7]=[CH:8][C:9](=[O:21])[N:10]([C:15]2[CH:20]=[CH:19][CH:18]=[CH:17][CH:16]=2)[C:11]=1SCC)=[O:5].[CH2:27]([NH2:29])[CH3:28].C(N(C(C)C)C(C)C)C. Product: [F:1][C:2]1[CH:25]=[C:24]([F:26])[CH:23]=[CH:22][C:3]=1[C:4]([C:6]1[CH:7]=[CH:8][C:9](=[O:21])[N:10]([C:15]2[CH:20]=[CH:19][CH:18]=[CH:17][CH:16]=2)[C:11]=1[NH:29][CH2:27][CH3:28])=[O:5]. The catalyst class is: 8. (6) Reactant: [S:1](Cl)([C:4]1[CH:10]=[CH:9][C:7]([CH3:8])=[CH:6][CH:5]=1)(=[O:3])=[O:2].[OH:12][CH2:13][C:14]1([C:17]#[N:18])[CH2:16][CH2:15]1.CCN(CC)CC. Product: [CH3:8][C:7]1[CH:9]=[CH:10][C:4]([S:1]([O:12][CH2:13][C:14]2([C:17]#[N:18])[CH2:16][CH2:15]2)(=[O:3])=[O:2])=[CH:5][CH:6]=1. The catalyst class is: 4. (7) Reactant: Cl[C:2]1[C:7]([CH2:8][CH2:9][CH3:10])=[C:6]([CH2:11][N:12]2[CH:16]=[CH:15][N:14]=[C:13]2[C:17]2[C:22]([F:23])=[CH:21][CH:20]=[CH:19][N:18]=2)[N:5]=[CH:4][N:3]=1.C(C1C(Cl)=NC=NC=1CBr)CC.FC1C(C2NC=CN=2)=NC=CC=1.O.[NH2:49][NH2:50]. Product: [F:23][C:22]1[C:17]([C:13]2[N:12]([CH2:11][C:6]3[N:5]=[CH:4][N:3]=[C:2]([NH:49][NH2:50])[C:7]=3[CH2:8][CH2:9][CH3:10])[CH:16]=[CH:15][N:14]=2)=[N:18][CH:19]=[CH:20][CH:21]=1. The catalyst class is: 14. (8) Reactant: C(N(C(C)C)CC)(C)C.[Br:10][C:11]1[CH:19]=[CH:18][C:14]([C:15](O)=[O:16])=[CH:13][C:12]=1[CH3:20].Cl.[CH3:22][NH:23][O:24][CH3:25].CCN=C=NCCCN(C)C.C1C=CC2N(O)N=NC=2C=1. Product: [Br:10][C:11]1[CH:19]=[CH:18][C:14]([C:15]([N:23]([O:24][CH3:25])[CH3:22])=[O:16])=[CH:13][C:12]=1[CH3:20]. The catalyst class is: 3. (9) Reactant: [Cl:1][C:2]1[CH:3]=[CH:4][C:5]([C:8]([OH:10])=O)=[N:6][CH:7]=1.CN(C(ON1N=NC2C=CC=NC1=2)=[N+](C)C)C.F[P-](F)(F)(F)(F)F.CCN(C(C)C)C(C)C.[NH2:44][C:45]1[CH:46]=[CH:47][C:48]2[CH2:54][CH2:53][CH2:52][C:51]([C:55]([O:57][CH3:58])=[O:56])=[C:50]([CH3:59])[C:49]=2[CH:60]=1. Product: [Cl:1][C:2]1[CH:3]=[CH:4][C:5]([C:8]([NH:44][C:45]2[CH:46]=[CH:47][C:48]3[CH2:54][CH2:53][CH2:52][C:51]([C:55]([O:57][CH3:58])=[O:56])=[C:50]([CH3:59])[C:49]=3[CH:60]=2)=[O:10])=[N:6][CH:7]=1. The catalyst class is: 96. (10) Reactant: [OH:1][C:2]1[CH:3]=[C:4]([CH3:13])[C:5]2[NH:10][C:9](=[O:11])[CH2:8][O:7][C:6]=2[CH:12]=1.C(=O)([O-])[O-].[K+].[K+].[Cl:20][C:21]1[CH:26]=[C:25](Cl)[N:24]=[CH:23][N:22]=1.O. Product: [Cl:20][C:21]1[N:22]=[CH:23][N:24]=[C:25]([O:1][C:2]2[CH:3]=[C:4]([CH3:13])[C:5]3[NH:10][C:9](=[O:11])[CH2:8][O:7][C:6]=3[CH:12]=2)[CH:26]=1. The catalyst class is: 3.